Binary Classification. Given a drug SMILES string, predict its activity (active/inactive) in a high-throughput screening assay against a specified biological target. From a dataset of HIV replication inhibition screening data with 41,000+ compounds from the AIDS Antiviral Screen. The molecule is CN(C)CCS. The result is 0 (inactive).